From a dataset of Forward reaction prediction with 1.9M reactions from USPTO patents (1976-2016). Predict the product of the given reaction. (1) Given the reactants [CH3:1][N:2]1[N:11]=[N:10][C:9]2[N:5]([CH:6]=[N:7][C:8]=2[C:12]([NH2:14])=[O:13])[C:3]1=[O:4].Cl.CC(C)=O.C(O)(=O)C, predict the reaction product. The product is: [CH3:1][N:2]1[N:11]=[N:10][C:9]2[N:5]([CH:6]=[N:7][C:8]=2[C:12]([NH2:14])=[O:13])[C:3]1=[O:4]. (2) Given the reactants [OH:1][CH2:2][C:3]1([CH2:16][OH:17])[C:15]2[CH:14]=[CH:13][CH:12]=[CH:11][C:10]=2[C:9]2[C:4]1=[CH:5][CH:6]=[CH:7][CH:8]=2.[O:18]1[CH2:22][CH2:21][CH2:20]C1.N1C=CC=CC=1.[C:29](Cl)(=[O:32])[CH2:30][CH3:31], predict the reaction product. The product is: [C:29]([O:1][CH2:2][C:3]1([CH2:16][O:17][C:22](=[O:18])[CH2:21][CH3:20])[C:15]2[CH:14]=[CH:13][CH:12]=[CH:11][C:10]=2[C:9]2[C:4]1=[CH:5][CH:6]=[CH:7][CH:8]=2)(=[O:32])[CH2:30][CH3:31].